From a dataset of CYP1A2 inhibition data for predicting drug metabolism from PubChem BioAssay. Regression/Classification. Given a drug SMILES string, predict its absorption, distribution, metabolism, or excretion properties. Task type varies by dataset: regression for continuous measurements (e.g., permeability, clearance, half-life) or binary classification for categorical outcomes (e.g., BBB penetration, CYP inhibition). Dataset: cyp1a2_veith. (1) The molecule is COC(=O)[C@@H]1CC[C@H](C)[C@@H](c2ccc(C)cc2)N1C(=O)c1ccc(/C=N\OC[C@@H](C)[C@H](OCc2ccccc2)C(C)C)cc1. The result is 0 (non-inhibitor). (2) The molecule is O=C1C2=CC[C@H]3C(=O)N(C4CCCCC4)C(=O)[C@@H]3[C@@H]2[C@H](O)[C@@H]2O[C@H]12. The result is 0 (non-inhibitor). (3) The molecule is C[C@]12CC[C@H]3c4ccc(O)cc4CC[C@@H]3[C@H]1CC[C@@H]2OC(=O)CCC1CCCC1. The result is 0 (non-inhibitor). (4) The compound is CCOc1ccc(N2CC(C(=O)NC(C)C)CC2=O)cc1. The result is 0 (non-inhibitor). (5) The drug is CN(C)S(=O)(=O)c1ccc(Nc2ccc(O)c3c2C(=O)c2c([N+](=O)[O-])ccc(O)c2C3=O)cc1. The result is 1 (inhibitor). (6) The compound is Cc1nn(-c2ccc(S(=O)(=O)O)cc2)c(O)c1N=Nc1ccc(-c2ccc(N=Nc3ccc4c(S(=O)(=O)O)cc(S(=O)(=O)O)c(N)c4c3O)c(O)c2)cc1O.[Cu].[Cu]. The result is 0 (non-inhibitor).